Dataset: Reaction yield outcomes from USPTO patents with 853,638 reactions. Task: Predict the reaction yield, written as a fraction of the theoretical maximum amount of product (1.0 means a 100% yield; for example, 0.34 means a 34% yield). (1) The reactants are [Cl:1][C:2]1[CH:3]=[C:4]([C:24]2([C:32]([O:34]CC)=[O:33])[CH2:29][CH2:28][C:27]([CH3:31])([CH3:30])[CH2:26][CH2:25]2)[CH:5]=[C:6]([C:14]2[CH:19]=[CH:18][C:17]([C:20]([F:23])([F:22])[F:21])=[CH:16][CH:15]=2)[C:7]=1[O:8][CH2:9][C:10]([F:13])([F:12])[F:11].O.[OH-].[Li+]. The catalyst is CO.C1COCC1.O. The product is [Cl:1][C:2]1[CH:3]=[C:4]([C:24]2([C:32]([OH:34])=[O:33])[CH2:29][CH2:28][C:27]([CH3:30])([CH3:31])[CH2:26][CH2:25]2)[CH:5]=[C:6]([C:14]2[CH:15]=[CH:16][C:17]([C:20]([F:21])([F:22])[F:23])=[CH:18][CH:19]=2)[C:7]=1[O:8][CH2:9][C:10]([F:12])([F:13])[F:11]. The yield is 0.670. (2) The reactants are [OH:1][NH:2][C:3]([C:5]1[CH:10]=[CH:9][CH:8]=[CH:7][N:6]=1)=[NH:4].[Cl:11][C:12]1[CH:20]=[C:19]([N+:21]([O-:23])=[O:22])[CH:18]=[CH:17][C:13]=1[C:14](O)=O. No catalyst specified. The product is [Cl:11][C:12]1[CH:20]=[C:19]([N+:21]([O-:23])=[O:22])[CH:18]=[CH:17][C:13]=1[C:14]1[O:1][N:2]=[C:3]([C:5]2[CH:10]=[CH:9][CH:8]=[CH:7][N:6]=2)[N:4]=1. The yield is 0.270.